This data is from Catalyst prediction with 721,799 reactions and 888 catalyst types from USPTO. The task is: Predict which catalyst facilitates the given reaction. (1) Reactant: [C:1]([O:5][C:6](=[O:19])[N:7]([CH2:9][CH2:10][C@H:11]1[CH2:16][CH2:15][C@H:14]([CH2:17][OH:18])[CH2:13][CH2:12]1)[CH3:8])([CH3:4])([CH3:3])[CH3:2].[CH3:20][S:21](Cl)(=[O:23])=[O:22].C(N(CC)CC)C.Cl. Product: [C:1]([O:5][C:6]([N:7]([CH3:8])[CH2:9][CH2:10][C@H:11]1[CH2:12][CH2:13][C@H:14]([CH2:17][O:18][S:21]([CH3:20])(=[O:23])=[O:22])[CH2:15][CH2:16]1)=[O:19])([CH3:3])([CH3:2])[CH3:4]. The catalyst class is: 2. (2) Product: [F:14][C:2]([F:1])([F:15])[C:3]1[CH:4]=[CH:5][C:6](/[CH:9]=[CH:10]/[C:11]([NH:26][C:25]2[CH:27]=[CH:28][CH:29]=[C:23]([C:20]3[N:21]([CH3:22])[C:17]([CH3:16])=[N:18][CH:19]=3)[CH:24]=2)=[O:13])=[CH:7][CH:8]=1. Reactant: [F:1][C:2]([F:15])([F:14])[C:3]1[CH:8]=[CH:7][C:6]([CH:9]=[CH:10][C:11]([OH:13])=O)=[CH:5][CH:4]=1.[CH3:16][C:17]1[N:21]([CH3:22])[C:20]([C:23]2[CH:24]=[C:25]([CH:27]=[CH:28][CH:29]=2)[NH2:26])=[CH:19][N:18]=1. The catalyst class is: 675.